This data is from Forward reaction prediction with 1.9M reactions from USPTO patents (1976-2016). The task is: Predict the product of the given reaction. (1) Given the reactants [N:1]([CH2:4][CH2:5][CH2:6][S:7](Cl)(=[O:9])=[O:8])=[N+:2]=[N-:3].[N+:11]([C:14]1[N:15]([CH2:19][CH:20]([O:23][CH:24]2[CH2:29][CH2:28][CH2:27][CH2:26][O:25]2)[CH2:21][OH:22])[CH:16]=[CH:17][N:18]=1)([O-:13])=[O:12].C(N(CC)CC)C.O, predict the reaction product. The product is: [N:1]([CH2:4][CH2:5][CH2:6][S:7]([O:22][CH2:21][CH:20]([O:23][CH:24]1[CH2:29][CH2:28][CH2:27][CH2:26][O:25]1)[CH2:19][N:15]1[CH:16]=[CH:17][N:18]=[C:14]1[N+:11]([O-:13])=[O:12])(=[O:9])=[O:8])=[N+:2]=[N-:3]. (2) Given the reactants [Cl:1][C:2]1[CH:7]=[CH:6][C:5]([C:8]2[C:9](=[O:24])[NH:10][N:11]=[CH:12][C:13]=2[C:14]2[CH:19]=[CH:18][C:17]([S:20]([CH3:23])(=[O:22])=[O:21])=[CH:16][CH:15]=2)=[CH:4][CH:3]=1.Br[C:26]1[CH:31]=[CH:30][C:29]([F:32])=[C:28]([F:33])[CH:27]=1.N, predict the reaction product. The product is: [F:32][C:29]1[CH:30]=[C:31]([N:10]2[C:9](=[O:24])[C:8]([C:5]3[CH:6]=[CH:7][C:2]([Cl:1])=[CH:3][CH:4]=3)=[C:13]([C:14]3[CH:19]=[CH:18][C:17]([S:20]([CH3:23])(=[O:22])=[O:21])=[CH:16][CH:15]=3)[CH:12]=[N:11]2)[CH:26]=[CH:27][C:28]=1[F:33]. (3) Given the reactants CON(C)[C:4]([C:6]1[C:7]([NH2:15])=[N:8][C:9]([S:12][CH2:13][CH3:14])=[N:10][CH:11]=1)=[O:5].[F:17][C:18]1[CH:23]=[CH:22][C:21]([Mg]Br)=[CH:20][CH:19]=1, predict the reaction product. The product is: [NH2:15][C:7]1[C:6]([C:4]([C:21]2[CH:22]=[CH:23][C:18]([F:17])=[CH:19][CH:20]=2)=[O:5])=[CH:11][N:10]=[C:9]([S:12][CH2:13][CH3:14])[N:8]=1.